Dataset: Reaction yield outcomes from USPTO patents with 853,638 reactions. Task: Predict the reaction yield, written as a fraction of the theoretical maximum amount of product (1.0 means a 100% yield; for example, 0.34 means a 34% yield). The reactants are [C:1]([O:5][C:6]([NH:8][C@@:9]12[CH2:15][CH2:14][C@:13]1([CH3:16])[C:12](=O)[N:11]([C@@H:18]([C:20]1[CH:25]=[CH:24][CH:23]=[CH:22][CH:21]=1)[CH3:19])[CH2:10]2)=[O:7])([CH3:4])([CH3:3])[CH3:2].C(O)C.O.C(N(CC)CC)C. The catalyst is O1CCCC1. The product is [C:1]([O:5][C:6]([NH:8][C@@:9]12[CH2:15][CH2:14][C@@:13]1([CH3:16])[CH2:12][N:11]([C@@H:18]([C:20]1[CH:21]=[CH:22][CH:23]=[CH:24][CH:25]=1)[CH3:19])[CH2:10]2)=[O:7])([CH3:2])([CH3:3])[CH3:4]. The yield is 0.350.